From a dataset of Catalyst prediction with 721,799 reactions and 888 catalyst types from USPTO. Predict which catalyst facilitates the given reaction. (1) Reactant: [CH:1]([C:4]1[CH:9]=[CH:8][CH:7]=[CH:6][C:5]=1[NH:10][C:11]([NH:13]/[N:14]=[CH:15]/[C:16]1[CH:21]=[CH:20][C:19]([C:22]2[N:26]=[CH:25][N:24]([C:27]3[CH:32]=[CH:31][C:30]([O:33][C:34]([F:37])([F:36])[F:35])=[CH:29][CH:28]=3)[N:23]=2)=[CH:18][CH:17]=1)=[S:12])([CH3:3])[CH3:2].Br[CH2:39][C:40](=[O:45])[C:41]([F:44])([F:43])[F:42].C(N(CC)CC)C.O. Product: [CH:1]([C:4]1[CH:9]=[CH:8][CH:7]=[CH:6][C:5]=1[N:10]1[C:40]([C:41]([F:44])([F:43])[F:42])([OH:45])[CH2:39][S:12]/[C:11]/1=[N:13]/[N:14]=[CH:15]\[C:16]1[CH:17]=[CH:18][C:19]([C:22]2[N:26]=[CH:25][N:24]([C:27]3[CH:28]=[CH:29][C:30]([O:33][C:34]([F:37])([F:35])[F:36])=[CH:31][CH:32]=3)[N:23]=2)=[CH:20][CH:21]=1)([CH3:3])[CH3:2]. The catalyst class is: 131. (2) Reactant: C([O:3][C:4](=[O:23])/[CH:5]=[CH:6]/[C:7]([N:9]1[C:14]2[CH:15]=[CH:16][C:17]([CH3:19])=[CH:18][C:13]=2[O:12][CH:11]([CH:20]([CH3:22])[CH3:21])[CH2:10]1)=[O:8])C.[OH-].[Na+]. Product: [CH:20]([CH:11]1[CH2:10][N:9]([C:7](=[O:8])/[CH:6]=[CH:5]/[C:4]([OH:23])=[O:3])[C:14]2[CH:15]=[CH:16][C:17]([CH3:19])=[CH:18][C:13]=2[O:12]1)([CH3:22])[CH3:21]. The catalyst class is: 5.